This data is from Forward reaction prediction with 1.9M reactions from USPTO patents (1976-2016). The task is: Predict the product of the given reaction. Given the reactants [Cl:1][C:2]1[CH:31]=[C:30]([Cl:32])[CH:29]=[CH:28][C:3]=1[O:4][C:5]1[CH:10]=[CH:9][CH:8]=[CH:7][C:6]=1[NH:11][S:12]([C:15]1[CH:27]=[CH:26][C:18]([C:19]([NH:21][CH2:22][C:23]([OH:25])=O)=[O:20])=[CH:17][CH:16]=1)(=[O:14])=[O:13].[CH3:33][N:34]([CH3:45])[CH2:35][CH2:36][CH2:37][NH:38][CH2:39][CH2:40][CH2:41][N:42]([CH3:44])[CH3:43], predict the reaction product. The product is: [CH3:44][N:42]([CH3:43])[CH2:41][CH2:40][CH2:39][N:38]([CH2:37][CH2:36][CH2:35][N:34]([CH3:33])[CH3:45])[C:23]([CH2:22][NH:21][C:19](=[O:20])[C:18]1[CH:17]=[CH:16][C:15]([S:12](=[O:14])(=[O:13])[NH:11][C:6]2[CH:7]=[CH:8][CH:9]=[CH:10][C:5]=2[O:4][C:3]2[CH:28]=[CH:29][C:30]([Cl:32])=[CH:31][C:2]=2[Cl:1])=[CH:27][CH:26]=1)=[O:25].